This data is from Full USPTO retrosynthesis dataset with 1.9M reactions from patents (1976-2016). The task is: Predict the reactants needed to synthesize the given product. (1) Given the product [CH2:1]([O:8][C:9]1[CH:10]=[C:11]2[C:16](=[CH:17][C:18]=1[O:19][CH3:20])[CH:15]([CH2:21][OH:22])[N:14]([C:24]([O:26][C:27]([CH3:30])([CH3:29])[CH3:28])=[O:25])[CH2:13][CH2:12]2)[C:2]1[CH:7]=[CH:6][CH:5]=[CH:4][CH:3]=1, predict the reactants needed to synthesize it. The reactants are: [CH2:1]([O:8][C:9]1[CH:10]=[C:11]2[C:16](=[CH:17][C:18]=1[O:19][CH3:20])[CH:15]([C:21](O)=[O:22])[N:14]([C:24]([O:26][C:27]([CH3:30])([CH3:29])[CH3:28])=[O:25])[CH2:13][CH2:12]2)[C:2]1[CH:7]=[CH:6][CH:5]=[CH:4][CH:3]=1. (2) Given the product [C:27]([O:26][C:24]([N:21]1[CH2:22][CH2:23][CH:18]([CH2:17][N:8]2[C:9]3[N:5]4[C:4](=[N:3][C:2]([CH3:1])=[C:6]4[C:7]2=[O:13])[CH:12]=[CH:11][CH:10]=3)[CH2:19][CH2:20]1)=[O:25])([CH3:30])([CH3:28])[CH3:29], predict the reactants needed to synthesize it. The reactants are: [CH3:1][C:2]1[N:3]=[C:4]2[CH:12]=[CH:11][CH:10]=[C:9]3[N:5]2[C:6]=1[C:7](=[O:13])[NH:8]3.[H-].[Na+].Br[CH2:17][CH:18]1[CH2:23][CH2:22][N:21]([C:24]([O:26][C:27]([CH3:30])([CH3:29])[CH3:28])=[O:25])[CH2:20][CH2:19]1.O. (3) Given the product [ClH:1].[Cl:25][C:26]1[C:35]2[C:34](=[O:36])[N:33]([CH3:2])[C@H:32]3[CH2:37][NH:38][CH2:39][C@@H:31]3[C:30]=2[C:29]([CH2:47][CH3:48])=[CH:28][CH:27]=1, predict the reactants needed to synthesize it. The reactants are: [Cl:1][C:2]1C2C(=O)N[C@H]3CN(C(OC(C)(C)C)=O)C[C@@H]3C=2C(CC)=CC=1.[Cl:25][C:26]1[C:35]2[C:34](=[O:36])[NH:33][C@@H:32]3[CH2:37][N:38](C(OC(C)(C)C)=O)[CH2:39][C@H:31]3[C:30]=2[C:29]([CH2:47][CH3:48])=[CH:28][CH:27]=1. (4) Given the product [ClH:1].[ClH:1].[Cl:1][C:2]1[CH:17]=[C:16]([F:18])[CH:15]=[CH:14][C:3]=1[C:4]([NH:6][C:7]1[CH:12]=[CH:11][CH:10]=[C:9]([NH:13][CH:23]2[CH2:24][CH2:25][N:20]([CH3:19])[CH2:21][CH2:22]2)[CH:8]=1)=[O:5], predict the reactants needed to synthesize it. The reactants are: [Cl:1][C:2]1[CH:17]=[C:16]([F:18])[CH:15]=[CH:14][C:3]=1[C:4]([NH:6][C:7]1[CH:12]=[CH:11][CH:10]=[C:9]([NH2:13])[CH:8]=1)=[O:5].[CH3:19][N:20]1[CH2:25][CH2:24][C:23](=O)[CH2:22][CH2:21]1.C(O[BH-](OC(=O)C)OC(=O)C)(=O)C.[Na+].C(O)(=O)C. (5) Given the product [CH3:13][C:10]1([CH3:12])[CH2:9][CH2:8][C:7]([CH3:15])([CH3:14])[C:6]2[CH:5]=[C:4]([CH:16]=[O:17])[CH:3]=[C:2]([O:1][CH2:21][CH2:20][O:22][CH2:23][CH3:24])[C:11]1=2, predict the reactants needed to synthesize it. The reactants are: [OH:1][C:2]1[C:11]2[C:10]([CH3:13])([CH3:12])[CH2:9][CH2:8][C:7]([CH3:15])([CH3:14])[C:6]=2[CH:5]=[C:4]([CH:16]=[O:17])[CH:3]=1.[H-].[Na+].[CH2:20]([O:22][CH2:23][CH2:24]Br)[CH3:21]. (6) Given the product [CH:22]1([C:20](=[O:21])[CH2:9][C:1]2[CH:6]=[CH:5][CH:4]=[CH:3][C:2]=2[C:7]#[N:8])[CH2:27][CH2:26][CH2:25][CH2:24][CH2:23]1, predict the reactants needed to synthesize it. The reactants are: [C:1]1([CH3:9])[C:2]([C:7]#[N:8])=[CH:3][CH:4]=[CH:5][CH:6]=1.[Li+].CC([N-]C(C)C)C.CN(OC)[C:20]([CH:22]1[CH2:27][CH2:26][CH2:25][CH2:24][CH2:23]1)=[O:21]. (7) Given the product [F:1][C:2]1[CH:3]=[C:4]([C:9]2[CH:14]=[CH:13][C:12]([CH2:15][CH2:16][CH3:17])=[CH:11][CH:10]=2)[CH:5]=[C:6]([F:8])[C:7]=1[OH:24], predict the reactants needed to synthesize it. The reactants are: [F:1][C:2]1[CH:3]=[C:4]([C:9]2[CH:14]=[CH:13][C:12]([CH2:15][CH2:16][CH3:17])=[CH:11][CH:10]=2)[CH:5]=[C:6]([F:8])[CH:7]=1.C([Li])CCC.C[O:24]B(OC)OC.Cl. (8) Given the product [CH3:1][O:2][C:3]1[CH:4]=[CH:5][C:6]([C:9]2([CH2:10][CH2:11][C:12]([O:14][CH3:15])=[O:13])[O:19][CH2:18][CH2:17][O:16]2)=[CH:7][CH:8]=1, predict the reactants needed to synthesize it. The reactants are: [CH3:1][O:2][C:3]1[CH:8]=[CH:7][C:6]([C:9](=[O:16])[CH2:10][CH2:11][C:12]([O:14][CH3:15])=[O:13])=[CH:5][CH:4]=1.[CH2:17](O)[CH2:18][OH:19].CC1C=CC(S(O)(=O)=O)=CC=1. (9) Given the product [Br:1][C:2]1[N:7]=[C:6]([C:8](=[O:11])[NH:9][CH3:10])[C:5]([NH:12][C:13]2[C:18]([C:19]([F:21])([F:20])[F:22])=[CH:17][N:16]=[C:15]([NH:23][C:24]3[C:25]([O:57][CH3:58])=[CH:26][C:27]([CH2:28][P:29](=[O:54])([O:33][CH2:34][C:35]4([CH2:39][N:40]5[CH:44]=[C:43]([B:45]6[O:49][C:48]([CH3:50])([CH3:51])[C:47]([CH3:53])([CH3:52])[O:46]6)[CH:42]=[N:41]5)[CH2:38][O:37][CH2:36]4)[O:30][CH2:31][CH3:32])=[C:55]([Cl:97])[CH:56]=3)[N:14]=2)=[CH:4][CH:3]=1, predict the reactants needed to synthesize it. The reactants are: [Br:1][C:2]1[N:7]=[C:6]([C:8](=[O:11])[NH:9][CH3:10])[C:5]([NH:12][C:13]2[C:18]([C:19]([F:22])([F:21])[F:20])=[CH:17][N:16]=[C:15]([NH:23][C:24]3[CH:56]=[CH:55][C:27]([CH2:28][P:29](=[O:54])([O:33][CH2:34][C:35]4([CH2:39][N:40]5[CH:44]=[C:43]([B:45]6[O:49][C:48]([CH3:51])([CH3:50])[C:47]([CH3:53])([CH3:52])[O:46]6)[CH:42]=[N:41]5)[CH2:38][O:37][CH2:36]4)[O:30][CH2:31][CH3:32])=[CH:26][C:25]=3[O:57][CH3:58])[N:14]=2)=[CH:4][CH:3]=1.BrC1N=C(C(=O)NC)C(NC2C(C(F)(F)F)=CN=C(NC3C(OC)=CC(CP(=O)(O)OCC)=C([Cl:97])C=3)N=2)=CC=1.CC1(C)C(C)(C)OB(C2C=NN(CC3(CO)COC3)C=2)O1. (10) Given the product [OH:8][C:5]1[CH:6]=[CH:7][C:2]([S:1][S:1][C:2]2[CH:7]=[CH:6][C:5]([OH:9])=[CH:4][CH:3]=2)=[CH:3][CH:4]=1, predict the reactants needed to synthesize it. The reactants are: [SH:1][C:2]1[CH:7]=[CH:6][C:5]([OH:8])=[CH:4][CH:3]=1.[OH2:9].